From a dataset of Full USPTO retrosynthesis dataset with 1.9M reactions from patents (1976-2016). Predict the reactants needed to synthesize the given product. (1) Given the product [Cl:21][C:22]1[CH:23]=[CH:24][C:25]([C:28]2[CH:32]=[C:31]([NH:33][CH2:17][CH2:16][C:14]3[N:15]=[C:11]([S:10][C:7]([CH3:8])([CH3:9])[C:6]([OH:5])=[O:20])[S:12][CH:13]=3)[N:30]([CH3:34])[N:29]=2)=[CH:26][CH:27]=1, predict the reactants needed to synthesize it. The reactants are: C([O:5][C:6](=[O:20])[C:7]([S:10][C:11]1[S:12][CH:13]=[C:14]([CH2:16][C:17](O)=O)[N:15]=1)([CH3:9])[CH3:8])(C)(C)C.[Cl:21][C:22]1[CH:27]=[CH:26][C:25]([C:28]2[CH:32]=[C:31]([NH2:33])[N:30]([CH3:34])[N:29]=2)=[CH:24][CH:23]=1.FC(F)(F)C(O)=O. (2) Given the product [CH2:1]([C:8]1[C:16]2[C:11](=[CH:12][CH:13]=[C:14]([Br:17])[CH:15]=2)[N:10]([CH3:19])[C:9]=1[CH3:18])[C:2]1[CH:3]=[CH:4][CH:5]=[CH:6][CH:7]=1, predict the reactants needed to synthesize it. The reactants are: [CH2:1]([C:8]1[C:16]2[C:11](=[CH:12][CH:13]=[C:14]([Br:17])[CH:15]=2)[NH:10][C:9]=1[CH3:18])[C:2]1[CH:7]=[CH:6][CH:5]=[CH:4][CH:3]=1.[CH3:19]I. (3) Given the product [CH:8]([C:4]1[S:5][C:6]([CH3:7])=[C:2]([B:24]([OH:29])[OH:25])[CH:3]=1)=[O:12], predict the reactants needed to synthesize it. The reactants are: Br[C:2]1[CH:3]=[C:4]([CH:8]2[O:12]CCO2)[S:5][C:6]=1[CH3:7].CC1CCCO1.C([Li])CCC.[B:24](OC(C)C)([O:29]C(C)C)[O:25]C(C)C. (4) Given the product [OH:9][C:10]1[CH:23]=[CH:22][CH:21]=[C:20]2[C:11]=1[O:12][C:13]1[CH:14]=[C:15]([C:33]#[N:34])[CH:16]=[CH:17][C:18]=1[N:19]2[CH:24]1[CH2:30][CH:29]2[N:31]([CH3:32])[CH:26]([CH2:27][CH2:28]2)[CH2:25]1.[C:1]([OH:7])([C:3]([F:6])([F:5])[F:4])=[O:2], predict the reactants needed to synthesize it. The reactants are: [C:1]([OH:7])([C:3]([F:6])([F:5])[F:4])=[O:2].C[O:9][C:10]1[CH:23]=[CH:22][CH:21]=[C:20]2[C:11]=1[O:12][C:13]1[CH:14]=[C:15]([C:33]#[N:34])[CH:16]=[CH:17][C:18]=1[N:19]2[CH:24]1[CH2:30][CH:29]2[N:31]([CH3:32])[CH:26]([CH2:27][CH2:28]2)[CH2:25]1.C(N(CC)C(C1C=CC2N(C3CC4N(CCC5C=CC=CC=5)C(CC4)C3)C3C(OC=2C=1)=C(OC)C=CC=3)=O)C. (5) Given the product [CH3:1][C:2]1[C:10]([OH:11])=[CH:9][CH:8]=[C:7]2[C:3]=1[CH:4]=[N:5][N:6]2[CH:13]1[CH2:14][CH2:15][CH2:16][CH2:17][O:12]1, predict the reactants needed to synthesize it. The reactants are: [CH3:1][C:2]1[C:10]([OH:11])=[CH:9][CH:8]=[C:7]2[C:3]=1[CH:4]=[N:5][NH:6]2.[O:12]1[CH:17]=[CH:16][CH2:15][CH2:14][CH2:13]1.O.C1(C)C=CC(S(O)(=O)=O)=CC=1.O1CCCC1. (6) Given the product [NH2:17][CH:16]=[C:13]1[C:12]([C:20]2[CH:25]=[CH:24][CH:23]=[C:22]([Cl:26])[CH:21]=2)=[N:11][N:10]([C:2]2[S:1][C:5]3[CH:6]=[CH:7][CH:8]=[CH:9][C:4]=3[N:3]=2)[C:14]1=[O:15], predict the reactants needed to synthesize it. The reactants are: [S:1]1[C:5]2[CH:6]=[CH:7][CH:8]=[CH:9][C:4]=2[N:3]=[C:2]1[N:10]1[C:14](=[O:15])[C:13](=[CH:16][N:17](C)C)[C:12]([C:20]2[CH:25]=[CH:24][CH:23]=[C:22]([Cl:26])[CH:21]=2)=[N:11]1. (7) The reactants are: [C:1]([OH:12])(=O)[C:2]1[CH:10]=[CH:9][C:8]2[O:7][CH2:6][O:5][C:4]=2[CH:3]=1.CN(C(ON1N=NC2C=CC=NC1=2)=[N+](C)C)C.F[P-](F)(F)(F)(F)F.C(N(C(C)C)C(C)C)C.[O:46]1[CH2:51][CH2:50][O:49][CH2:48][CH:47]1[C:52]1[C:60]2[S:59][C:58]([NH2:61])=[N:57][C:56]=2[C:55]([O:62][CH3:63])=[CH:54][CH:53]=1. Given the product [O:46]1[CH2:51][CH2:50][O:49][CH2:48][CH:47]1[C:52]1[C:60]2[S:59][C:58]([NH:61][C:1]([C:2]3[CH:10]=[CH:9][C:8]4[O:7][CH2:6][O:5][C:4]=4[CH:3]=3)=[O:12])=[N:57][C:56]=2[C:55]([O:62][CH3:63])=[CH:54][CH:53]=1, predict the reactants needed to synthesize it. (8) Given the product [Cl:34][C:12]1[C:13]2[C:18](=[CH:17][C:16]([S:19]([NH:22][C@H:23]3[CH2:24][CH2:25][C@H:26]([C:29]([O:31][CH2:32][CH3:33])=[O:30])[CH2:27][CH2:28]3)(=[O:20])=[O:21])=[CH:15][CH:14]=2)[C:9]([NH:4][C:3]([NH2:5])=[NH:2])=[N:10][CH:11]=1, predict the reactants needed to synthesize it. The reactants are: Cl.[NH2:2][C:3]([NH2:5])=[NH:4].[H-].[Na+].Cl[C:9]1[C:18]2[C:13](=[CH:14][CH:15]=[C:16]([S:19]([NH:22][C@H:23]3[CH2:28][CH2:27][C@H:26]([C:29]([O:31][CH2:32][CH3:33])=[O:30])[CH2:25][CH2:24]3)(=[O:21])=[O:20])[CH:17]=2)[C:12]([Cl:34])=[CH:11][N:10]=1. (9) The reactants are: [AlH4-].[Li+].[CH2:3]([O:10][CH2:11][C:12]1([C:25](OC)=[O:26])[CH2:17][CH2:16][N:15]([C:18]([O:20][C:21]([CH3:24])([CH3:23])[CH3:22])=[O:19])[CH2:14][CH2:13]1)[C:4]1[CH:9]=[CH:8][CH:7]=[CH:6][CH:5]=1. Given the product [CH2:3]([O:10][CH2:11][C:12]1([CH2:25][OH:26])[CH2:13][CH2:14][N:15]([C:18]([O:20][C:21]([CH3:22])([CH3:23])[CH3:24])=[O:19])[CH2:16][CH2:17]1)[C:4]1[CH:9]=[CH:8][CH:7]=[CH:6][CH:5]=1, predict the reactants needed to synthesize it. (10) Given the product [Br:24][C:5]1[N:1]=[C:2]([CH:6]2[CH2:7][CH2:8][N:9]([C:12]([O:14][C:15]([CH3:18])([CH3:17])[CH3:16])=[O:13])[CH2:10][CH2:11]2)[NH:3][CH:4]=1, predict the reactants needed to synthesize it. The reactants are: [NH:1]1[CH:5]=[CH:4][N:3]=[C:2]1[CH:6]1[CH2:11][CH2:10][N:9]([C:12]([O:14][C:15]([CH3:18])([CH3:17])[CH3:16])=[O:13])[CH2:8][CH2:7]1.O1CCCC1.[Br:24]N1C(=O)CCC1=O.